From a dataset of Forward reaction prediction with 1.9M reactions from USPTO patents (1976-2016). Predict the product of the given reaction. (1) The product is: [OH:32][CH2:31][N:11]1[C:12]2[C:17](=[CH:16][C:15]([N:18]3[CH2:22][CH2:21][N:20]([C:23]4[CH:24]=[N:25][CH:26]=[CH:27][C:28]=4[CH3:29])[C:19]3=[O:30])=[CH:14][CH:13]=2)[C:9]([CH3:8])([CH3:40])[C:10]1=[O:39]. Given the reactants Cl.O1CCOCC1.[CH3:8][C:9]1([CH3:40])[C:17]2[C:12](=[CH:13][CH:14]=[C:15]([N:18]3[CH2:22][CH2:21][N:20]([C:23]4[CH:24]=[N:25][CH:26]=[CH:27][C:28]=4[CH3:29])[C:19]3=[O:30])[CH:16]=2)[N:11]([CH2:31][O:32]CC[Si](C)(C)C)[C:10]1=[O:39].CO.C(=O)(O)[O-], predict the reaction product. (2) Given the reactants [NH2:1][C:2]1[N:10]=[CH:9][N:8]=[C:7]2[C:3]=1[N:4]=[C:5]([S:17][C:18]1[CH:19]=[CH:20][CH:21]=[C:22]3[C:27]=1[N:26]=[CH:25][CH:24]=[CH:23]3)[N:6]2[CH2:11][CH2:12][O:13]C(=O)C, predict the reaction product. The product is: [NH2:1][C:2]1[N:10]=[CH:9][N:8]=[C:7]2[C:3]=1[N:4]=[C:5]([S:17][C:18]1[CH:19]=[CH:20][CH:21]=[C:22]3[C:27]=1[N:26]=[CH:25][CH:24]=[CH:23]3)[N:6]2[CH2:11][CH2:12][OH:13].